From a dataset of Full USPTO retrosynthesis dataset with 1.9M reactions from patents (1976-2016). Predict the reactants needed to synthesize the given product. Given the product [F:15][C:16]1[CH:21]=[CH:20][C:19]([CH:13]([C:10]2[CH:11]=[CH:12][C:7]3[N:8]([C:4]([CH:1]([CH3:3])[CH3:2])=[N:5][N:6]=3)[CH:9]=2)[OH:14])=[CH:18][CH:17]=1, predict the reactants needed to synthesize it. The reactants are: [CH:1]([C:4]1[N:8]2[CH:9]=[C:10]([CH:13]=[O:14])[CH:11]=[CH:12][C:7]2=[N:6][N:5]=1)([CH3:3])[CH3:2].[F:15][C:16]1[CH:21]=[CH:20][C:19]([Mg]Br)=[CH:18][CH:17]=1.